This data is from Forward reaction prediction with 1.9M reactions from USPTO patents (1976-2016). The task is: Predict the product of the given reaction. (1) Given the reactants [CH3:1][C:2]1[CH:10]=[CH:9][C:5](C(O)=O)=[CH:4][N:3]=1.CC[N:13]([CH:17](C)C)C(C)C.P(N=[N+]=[N-])(=O)(OC1C=CC=CC=1)[O:21]C1C=CC=CC=1.[C:39]([OH:43])([CH3:42])([CH3:41])[CH3:40].[NH4+].[Cl-], predict the reaction product. The product is: [CH3:1][C:2]1[N:3]=[CH:4][C:5]([NH:13][C:17](=[O:21])[O:43][C:39]([CH3:42])([CH3:41])[CH3:40])=[CH:9][CH:10]=1. (2) Given the reactants Cl[CH2:2][CH2:3][CH2:4][N:5]1[CH2:10][CH2:9][O:8][CH2:7][CH2:6]1.[Cl:11][C:12]1[C:21]2[C:16](=[CH:17][C:18]([OH:24])=[C:19]([O:22][CH3:23])[CH:20]=2)[N:15]=[N:14][CH:13]=1.C(=O)([O-])[O-].[K+].[K+].[I-].[K+].Cl, predict the reaction product. The product is: [Cl:11][C:12]1[C:21]2[C:16](=[CH:17][C:18]([O:24][CH2:2][CH2:3][CH2:4][N:5]3[CH2:10][CH2:9][O:8][CH2:7][CH2:6]3)=[C:19]([O:22][CH3:23])[CH:20]=2)[N:15]=[N:14][CH:13]=1. (3) The product is: [CH3:1][O:2][C:3]1[CH:10]=[C:9]([O:11][CH3:12])[CH:8]=[CH:7][C:4]=1[CH2:5][NH:44][C:40]1[N:39]=[N:38][CH:43]=[CH:42][CH:41]=1. Given the reactants [CH3:1][O:2][C:3]1[CH:10]=[C:9]([O:11][CH3:12])[CH:8]=[CH:7][C:4]=1[CH:5]=O.FC(F)(F)S([O-])(=O)=O.[Yb+3].FC(F)(F)S([O-])(=O)=O.FC(F)(F)S([O-])(=O)=O.[N:38]1[CH:43]=[CH:42][CH:41]=[C:40]([NH2:44])[N:39]=1.C(O[BH-](OC(=O)C)OC(=O)C)(=O)C.[Na+].C(=O)(O)[O-].[Na+], predict the reaction product. (4) Given the reactants N[C:2]1[C:10]([O:11][CH3:12])=[CH:9][CH:8]=[CH:7][C:3]=1[C:4]([OH:6])=[O:5].N([O-])=O.[Na+].[BrH:17], predict the reaction product. The product is: [Br:17][C:2]1[C:10]([O:11][CH3:12])=[CH:9][CH:8]=[CH:7][C:3]=1[C:4]([OH:6])=[O:5]. (5) Given the reactants [CH3:1][C@:2]12[C@@:19]3([CH3:20])[C@@H:10]([C@:11]4([CH3:31])[C@@H:16]([CH2:17][CH2:18]3)[C:15]([CH3:22])([CH3:21])[C:14](OS(C(F)(F)F)(=O)=O)=[CH:13][CH2:12]4)[CH2:9][CH2:8][C@@H:7]1[C@H:6]1[C@H:32]([C:35]([CH3:37])=[CH2:36])[CH2:33][CH2:34][C@:5]1([C:38]([O:40][CH2:41][C:42]1[CH:47]=[CH:46][CH:45]=[CH:44][CH:43]=1)=[O:39])[CH2:4][CH2:3]2.CC(O)C.O.C(=O)([O-])[O-].[Na+].[Na+].[C:59]([O:63][C:64]([C:66]1[CH:71]=[CH:70][C:69](B(O)O)=[CH:68][CH:67]=1)=[O:65])([CH3:62])([CH3:61])[CH3:60], predict the reaction product. The product is: [C:59]([O:63][C:64]([C:66]1[CH:71]=[CH:70][C:69]([C:14]2[C:15]([CH3:22])([CH3:21])[C@H:16]3[C@:11]([CH3:31])([CH2:12][CH:13]=2)[C@@H:10]2[C@:19]([CH3:20])([C@@:2]4([CH3:1])[C@H:7]([CH2:8][CH2:9]2)[C@H:6]2[C@H:32]([C:35]([CH3:37])=[CH2:36])[CH2:33][CH2:34][C@:5]2([C:38]([O:40][CH2:41][C:42]2[CH:47]=[CH:46][CH:45]=[CH:44][CH:43]=2)=[O:39])[CH2:4][CH2:3]4)[CH2:18][CH2:17]3)=[CH:68][CH:67]=1)=[O:65])([CH3:62])([CH3:61])[CH3:60]. (6) The product is: [C:1]([C:5]1[CH:6]=[C:7]2[C:11](=[CH:12][CH:13]=1)[NH:10][C:9]([C:14]([O:16][CH2:17][CH3:18])=[O:15])=[CH:8]2)#[N:2]. Given the reactants [C:1]([Cu])#[N:2].Br[C:5]1[CH:6]=[C:7]2[C:11](=[CH:12][CH:13]=1)[NH:10][C:9]([C:14]([O:16][CH2:17][CH3:18])=[O:15])=[CH:8]2.CCOC(C)=O.CCCCCC, predict the reaction product. (7) Given the reactants [CH3:1][O:2][C:3]([C:5]1[C:14]2[CH:13]=[C:12]3[O:15][CH2:16][CH2:17][O:18][C:11]3=[CH:10][C:9]=2[N:8]=[C:7]([C:19]2[CH:24]=[CH:23][CH:22]=[CH:21][CH:20]=2)[C:6]=1[CH2:25]Br)=[O:4].[NH:27]1[CH2:32][CH2:31][NH:30][CH2:29][C:28]1=[O:33].C(N(C(C)C)C(C)C)C, predict the reaction product. The product is: [CH3:1][O:2][C:3]([C:5]1[C:14]2[CH:13]=[C:12]3[O:15][CH2:16][CH2:17][O:18][C:11]3=[CH:10][C:9]=2[N:8]=[C:7]([C:19]2[CH:24]=[CH:23][CH:22]=[CH:21][CH:20]=2)[C:6]=1[CH2:25][N:30]1[CH2:31][CH2:32][NH:27][C:28](=[O:33])[CH2:29]1)=[O:4].